This data is from Forward reaction prediction with 1.9M reactions from USPTO patents (1976-2016). The task is: Predict the product of the given reaction. (1) Given the reactants Br[C:2]1[CH:3]=[C:4]([CH:20]=[CH:21][C:22]=1[O:23][CH3:24])[C:5]([NH:7][C:8]1[CH:13]=[CH:12][C:11]([N:14]2[CH2:19][CH2:18][O:17][CH2:16][CH2:15]2)=[CH:10][CH:9]=1)=[O:6].C([O:27][C:28]([C:30]1[CH:35]=[CH:34][C:33](B(O)O)=[CH:32][CH:31]=1)=[O:29])C.COCCOC.C(=O)([O-])[O-].[Cs+].[Cs+], predict the reaction product. The product is: [CH3:24][O:23][C:22]1[CH:21]=[CH:20][C:4]([C:5](=[O:6])[NH:7][C:8]2[CH:13]=[CH:12][C:11]([N:14]3[CH2:19][CH2:18][O:17][CH2:16][CH2:15]3)=[CH:10][CH:9]=2)=[CH:3][C:2]=1[C:33]1[CH:34]=[CH:35][C:30]([C:28]([OH:29])=[O:27])=[CH:31][CH:32]=1. (2) The product is: [CH3:21][C:2]1[C:7]2[N:8]=[C:9]([C:11]3[CH:16]=[CH:15][C:14]([O:17][CH3:18])=[CH:13][CH:12]=3)[S:10][C:6]=2[CH:5]=[C:4]([O:19][CH3:20])[CH:3]=1. Given the reactants Br[C:2]1[C:7]2[N:8]=[C:9]([C:11]3[CH:16]=[CH:15][C:14]([O:17][CH3:18])=[CH:13][CH:12]=3)[S:10][C:6]=2[CH:5]=[C:4]([O:19][CH3:20])[CH:3]=1.[C:21](=O)([O-])[O-].[K+].[K+].CB(O)O, predict the reaction product. (3) Given the reactants [CH:1]12[CH2:10][CH:5]3[CH2:6][CH:7]([CH2:9][CH:3]([CH2:4]3)[CH:2]1[NH:11][C:12]([CH:14]1[CH2:19][CH2:18][CH2:17][CH2:16][NH:15]1)=[O:13])[CH2:8]2.C(N(C(C)C)CC)(C)C.Cl.Cl[CH2:31][C:32]1[CH:37]=[CH:36][CH:35]=[CH:34][N:33]=1.C1(C)C=CC=CC=1, predict the reaction product. The product is: [CH:3]12[CH2:4][CH:5]3[CH2:6][CH:7]([CH2:8][CH:1]([CH2:10]3)[CH:2]1[NH:11][C:12]([CH:14]1[CH2:19][CH2:18][CH2:17][CH2:16][N:15]1[CH2:31][C:32]1[CH:37]=[CH:36][CH:35]=[CH:34][N:33]=1)=[O:13])[CH2:9]2. (4) Given the reactants [C:1]([S:4][CH2:5][C@H:6]1[N:11]([CH2:12][C@H:13](O)[C:14]2[C:15]([CH3:24])=[C:16]3[C:20](=[CH:21][CH:22]=2)[C:19](=[O:23])[O:18][CH2:17]3)[CH2:10][CH2:9][N:8]([C:26]([O:28][C:29]([CH3:32])([CH3:31])[CH3:30])=[O:27])[CH2:7]1)(=[O:3])[CH3:2].S(Cl)([Cl:35])=O.N1C=CC=CC=1, predict the reaction product. The product is: [C:1]([S:4][CH2:5][C@H:6]1[N:11]([CH2:12][CH:13]([Cl:35])[C:14]2[C:15]([CH3:24])=[C:16]3[C:20](=[CH:21][CH:22]=2)[C:19](=[O:23])[O:18][CH2:17]3)[CH2:10][CH2:9][N:8]([C:26]([O:28][C:29]([CH3:32])([CH3:31])[CH3:30])=[O:27])[CH2:7]1)(=[O:3])[CH3:2]. (5) Given the reactants Cl[C:2]1[N:7]2[N:8]=[C:9]([C:11]3[CH:16]=[CH:15][CH:14]=[CH:13][C:12]=3[C:17]([F:20])([F:19])[F:18])[CH:10]=[C:6]2[N:5]=[CH:4][CH:3]=1.[CH3:21][OH:22].C(N(CC)CC)C.CN([CH:33]=[O:34])C, predict the reaction product. The product is: [F:18][C:17]([F:20])([F:19])[C:12]1[CH:13]=[CH:14][CH:15]=[CH:16][C:11]=1[C:9]1[CH:10]=[C:6]2[N:5]=[CH:4][CH:3]=[C:2]([C:21]([O:34][CH3:33])=[O:22])[N:7]2[N:8]=1. (6) The product is: [CH:41]1([N:11]([CH2:10][CH2:9][OH:8])[C:12]([C:14]2[C:19]([O:20][CH2:21][C:22]3[CH:27]=[CH:26][CH:25]=[CH:24][CH:23]=3)=[C:18]([OH:28])[N:17]=[C:16]([CH2:29][C:30]3([C:35]4[CH:36]=[CH:37][CH:38]=[CH:39][CH:40]=4)[CH2:34][CH2:33][CH2:32][CH2:31]3)[N:15]=2)=[O:13])[CH2:42][CH2:43]1. Given the reactants [Si]([O:8][CH2:9][CH2:10][N:11]([CH:41]1[CH2:43][CH2:42]1)[C:12]([C:14]1[C:19]([O:20][CH2:21][C:22]2[CH:27]=[CH:26][CH:25]=[CH:24][CH:23]=2)=[C:18]([OH:28])[N:17]=[C:16]([CH2:29][C:30]2([C:35]3[CH:40]=[CH:39][CH:38]=[CH:37][CH:36]=3)[CH2:34][CH2:33][CH2:32][CH2:31]2)[N:15]=1)=[O:13])(C(C)(C)C)(C)C.Cl.C([O-])(O)=O.[Na+].O, predict the reaction product. (7) Given the reactants [CH3:1][C:2]1[CH:7]=[C:6]([N+:8]([O-])=O)[CH:5]=[CH:4][C:3]=1[N:11]1[CH2:16][CH2:15][N:14]([CH:17]([C:24]2[O:25][CH:26]=[CH:27][N:28]=2)[C:18]2[CH:23]=[CH:22][CH:21]=[CH:20][CH:19]=2)[CH2:13][CH2:12]1.[H][H], predict the reaction product. The product is: [CH3:1][C:2]1[CH:7]=[C:6]([NH2:8])[CH:5]=[CH:4][C:3]=1[N:11]1[CH2:12][CH2:13][N:14]([CH:17]([C:24]2[O:25][CH:26]=[CH:27][N:28]=2)[C:18]2[CH:19]=[CH:20][CH:21]=[CH:22][CH:23]=2)[CH2:15][CH2:16]1. (8) Given the reactants Cl.[CH3:2][O:3][C@H:4]1[C@@H:9]([NH:10][C:11](=[O:20])[O:12][CH2:13][C:14]2[CH:19]=[CH:18][CH:17]=[CH:16][CH:15]=2)[CH2:8][CH2:7][NH:6][CH2:5]1.Cl[C:22]1[CH:27]=[C:26]([C:28]([O:30][CH3:31])=[O:29])[CH:25]=[C:24]([CH3:32])[N:23]=1.C1C=CC(P(C2C(C3C(P(C4C=CC=CC=4)C4C=CC=CC=4)=CC=C4C=3C=CC=C4)=C3C(C=CC=C3)=CC=2)C2C=CC=CC=2)=CC=1.C(=O)([O-])[O-].[Cs+].[Cs+], predict the reaction product. The product is: [CH2:13]([O:12][C:11]([NH:10][C@H:9]1[CH2:8][CH2:7][N:6]([C:22]2[CH:27]=[C:26]([C:28]([O:30][CH3:31])=[O:29])[CH:25]=[C:24]([CH3:32])[N:23]=2)[CH2:5][C@H:4]1[O:3][CH3:2])=[O:20])[C:14]1[CH:19]=[CH:18][CH:17]=[CH:16][CH:15]=1.